This data is from Forward reaction prediction with 1.9M reactions from USPTO patents (1976-2016). The task is: Predict the product of the given reaction. Given the reactants [CH2:1]([O:8][C:9](=[O:31])[C@@H:10]([NH:15][C:16](=[O:30])[C@@H:17]([NH:22][C:23](OC(C)(C)C)=[O:24])[C:18]([CH3:21])([CH3:20])[CH3:19])[CH2:11][CH:12]([CH3:14])[CH3:13])[C:2]1[CH:7]=[CH:6][CH:5]=[CH:4][CH:3]=1.FC(F)(F)C(O)=O.C(N(CC)C(C)C)(C)C.[C:48]([O:52][C:53]([NH:55][C@@H:56]([CH2:60][C:61]1[CH:66]=[CH:65][CH:64]=[CH:63][C:62]=1[CH3:67])C(O)=O)=[O:54])([CH3:51])([CH3:50])[CH3:49].CN(C(ON1N=NC2C=CC=NC1=2)=[N+](C)C)C.F[P-](F)(F)(F)(F)F, predict the reaction product. The product is: [CH2:1]([O:8][C:9](=[O:31])[C@@H:10]([NH:15][C:16](=[O:30])[C@@H:17]([NH:22][C:23](=[O:24])[C@@H:56]([NH:55][C:53]([O:52][C:48]([CH3:51])([CH3:50])[CH3:49])=[O:54])[CH2:60][C:61]1[CH:66]=[CH:65][CH:64]=[CH:63][C:62]=1[CH3:67])[C:18]([CH3:21])([CH3:19])[CH3:20])[CH2:11][CH:12]([CH3:14])[CH3:13])[C:2]1[CH:7]=[CH:6][CH:5]=[CH:4][CH:3]=1.